Dataset: Reaction yield outcomes from USPTO patents with 853,638 reactions. Task: Predict the reaction yield, written as a fraction of the theoretical maximum amount of product (1.0 means a 100% yield; for example, 0.34 means a 34% yield). The reactants are [CH3:1][CH:2]1[CH2:6][CH2:5][CH2:4][C:3]1=[O:7].C(O[C:11](=[O:17])[C:12]([O:14][CH2:15][CH3:16])=[O:13])C.CC[O-].[Na+]. No catalyst specified. The product is [CH2:15]([O:14][C:12](=[O:13])[C:11]([CH:4]1[CH2:5][CH2:6][CH:2]([CH3:1])[C:3]1=[O:7])=[O:17])[CH3:16]. The yield is 0.277.